This data is from NCI-60 drug combinations with 297,098 pairs across 59 cell lines. The task is: Regression. Given two drug SMILES strings and cell line genomic features, predict the synergy score measuring deviation from expected non-interaction effect. (1) Drug 1: CC1C(C(CC(O1)OC2CC(CC3=C2C(=C4C(=C3O)C(=O)C5=C(C4=O)C(=CC=C5)OC)O)(C(=O)CO)O)N)O.Cl. Drug 2: C1=CC=C(C(=C1)C(C2=CC=C(C=C2)Cl)C(Cl)Cl)Cl. Cell line: HCT116. Synergy scores: CSS=23.9, Synergy_ZIP=10.3, Synergy_Bliss=17.0, Synergy_Loewe=-32.5, Synergy_HSA=-1.87. (2) Drug 1: CC1=C(C=C(C=C1)C(=O)NC2=CC(=CC(=C2)C(F)(F)F)N3C=C(N=C3)C)NC4=NC=CC(=N4)C5=CN=CC=C5. Drug 2: CNC(=O)C1=NC=CC(=C1)OC2=CC=C(C=C2)NC(=O)NC3=CC(=C(C=C3)Cl)C(F)(F)F. Cell line: MCF7. Synergy scores: CSS=-0.558, Synergy_ZIP=1.93, Synergy_Bliss=3.26, Synergy_Loewe=1.78, Synergy_HSA=-0.0314.